This data is from Catalyst prediction with 721,799 reactions and 888 catalyst types from USPTO. The task is: Predict which catalyst facilitates the given reaction. (1) Reactant: [OH:1][C:2]1[CH:11]=[C:10](OS(C(F)(F)F)(=O)=O)[CH:9]=[C:8]2[C:3]=1[C:4](=[O:26])[CH:5]=[C:6]([C:20]1[CH:25]=[CH:24][CH:23]=[CH:22][CH:21]=1)[O:7]2.[NH:27]1[CH2:32][CH2:31][CH2:30][CH2:29][CH2:28]1.C1(C2C=CC=CC=2)C=CC=CC=1P(C(C)(C)C)C(C)(C)C.P([O-])([O-])([O-])=O.[K+].[K+].[K+]. The catalyst class is: 443. Product: [OH:1][C:2]1[CH:11]=[C:10]([N:27]2[CH2:32][CH2:31][CH2:30][CH2:29][CH2:28]2)[CH:9]=[C:8]2[C:3]=1[C:4](=[O:26])[CH:5]=[C:6]([C:20]1[CH:25]=[CH:24][CH:23]=[CH:22][CH:21]=1)[O:7]2. (2) Reactant: [Cl:1][C:2]1[CH:7]=[CH:6][C:5]([C:8]2[C:12]([CH2:13][O:14][C:15]3[N:16]=[CH:17][C:18]([C:21]([OH:23])=O)=[N:19][CH:20]=3)=[CH:11][O:10][N:9]=2)=[CH:4][CH:3]=1.[NH2:24][C@@H:25]([CH2:27][OH:28])[CH3:26].O.ON1C2C=CC=CC=2N=N1.C(N(C(C)C)C(C)C)C.Cl.CN(C)CCCN=C=NCC. Product: [OH:28][CH2:27][C@@H:25]([NH:24][C:21]([C:18]1[CH:17]=[N:16][C:15]([O:14][CH2:13][C:12]2[C:8]([C:5]3[CH:4]=[CH:3][C:2]([Cl:1])=[CH:7][CH:6]=3)=[N:9][O:10][CH:11]=2)=[CH:20][N:19]=1)=[O:23])[CH3:26]. The catalyst class is: 20. (3) Reactant: [Cl:1][C:2]1[CH:3]=[C:4]([NH:9][C:10]2[C:19]3[C:14](=[CH:15][C:16]([O:21][CH2:22][CH2:23][O:24][CH3:25])=[C:17]([NH2:20])[CH:18]=3)[N:13]=[CH:12][N:11]=2)[CH:5]=[CH:6][C:7]=1[F:8].CN(C(ON1N=NC2C=CC=NC1=2)=[N+](C)C)C.F[P-](F)(F)(F)(F)F.[CH2:50]([O:52][P:53]([CH:58]([F:62])[C:59](O)=[O:60])([O:55][CH2:56][CH3:57])=[O:54])[CH3:51].C(N(C(C)C)CC)(C)C. Product: [CH2:50]([O:52][P:53]([CH:58]([F:62])[C:59]([NH:20][C:17]1[CH:18]=[C:19]2[C:14](=[CH:15][C:16]=1[O:21][CH2:22][CH2:23][O:24][CH3:25])[N:13]=[CH:12][N:11]=[C:10]2[NH:9][C:4]1[CH:5]=[CH:6][C:7]([F:8])=[C:2]([Cl:1])[CH:3]=1)=[O:60])(=[O:54])[O:55][CH2:56][CH3:57])[CH3:51]. The catalyst class is: 18. (4) Reactant: [N:1]([CH2:4][C@@H:5]([NH:7][C:8](=[O:14])[O:9][C:10]([CH3:13])([CH3:12])[CH3:11])[CH3:6])=[N+]=[N-]. Product: [NH2:1][CH2:4][C@H:5]([NH:7][C:8](=[O:14])[O:9][C:10]([CH3:13])([CH3:12])[CH3:11])[CH3:6]. The catalyst class is: 78. (5) Reactant: [Cl:1][C:2]1[CH:14]=[C:13]([Cl:15])[C:12]([O:16][C:17]2[N:21]([CH3:22])[N:20]=[C:19]([CH:23]([CH3:25])[CH3:24])[C:18]=2[CH:26]=[CH2:27])=[CH:11][C:3]=1[O:4][C@@H:5]([CH3:10])[C:6]([O:8]C)=[O:7].O.[OH-].[Li+].Cl. Product: [Cl:1][C:2]1[CH:14]=[C:13]([Cl:15])[C:12]([O:16][C:17]2[N:21]([CH3:22])[N:20]=[C:19]([CH:23]([CH3:24])[CH3:25])[C:18]=2[CH:26]=[CH2:27])=[CH:11][C:3]=1[O:4][C@@H:5]([CH3:10])[C:6]([OH:8])=[O:7]. The catalyst class is: 30. (6) Reactant: [C:1]([O:5][C:6]([C:8]1([C:11]2[CH:16]=[CH:15][C:14](Br)=[CH:13][CH:12]=2)[CH2:10][CH2:9]1)=[O:7])([CH3:4])([CH3:3])[CH3:2].[C:18](=[O:25])([O:20][C:21]([CH3:24])([CH3:23])[CH3:22])[NH2:19].[Na].C(P(C(C)(C)C)C(C)(C)C)(C)(C)C.C1(C)C=CC=CC=1. Product: [C:1]([O:5][C:6]([C:8]1([C:11]2[CH:16]=[CH:15][C:14]([NH:19][C:18]([O:20][C:21]([CH3:24])([CH3:23])[CH3:22])=[O:25])=[CH:13][CH:12]=2)[CH2:10][CH2:9]1)=[O:7])([CH3:4])([CH3:3])[CH3:2]. The catalyst class is: 110.